From a dataset of Catalyst prediction with 721,799 reactions and 888 catalyst types from USPTO. Predict which catalyst facilitates the given reaction. (1) Reactant: [CH3:1][O:2][C:3]1[CH:4]=[C:5]([CH2:12][CH2:13][N:14]2[CH2:19][CH2:18][N:17]([CH3:20])[CH2:16][CH2:15]2)[CH:6]=[CH:7][C:8]=1[N+:9]([O-])=O. Product: [CH3:1][O:2][C:3]1[CH:4]=[C:5]([CH2:12][CH2:13][N:14]2[CH2:19][CH2:18][N:17]([CH3:20])[CH2:16][CH2:15]2)[CH:6]=[CH:7][C:8]=1[NH2:9]. The catalyst class is: 591. (2) Reactant: [C:1]([O:5][C:6]([N:8]1[CH2:13][CH2:12][N:11]([C:14]2[CH:19]=[CH:18][CH:17]=[C:16]([CH3:20])[C:15]=2[N+:21]([O-])=O)[CH2:10][CH2:9]1)=[O:7])([CH3:4])([CH3:3])[CH3:2].[CH3:24]OC(OC)N(C)C.N1CCCC1. Product: [C:1]([O:5][C:6]([N:8]1[CH2:13][CH2:12][N:11]([C:14]2[CH:19]=[CH:18][CH:17]=[C:16]3[C:15]=2[NH:21][CH:24]=[CH:20]3)[CH2:10][CH2:9]1)=[O:7])([CH3:4])([CH3:3])[CH3:2]. The catalyst class is: 3. (3) Reactant: [CH:1](=[C:18]1/[CH:19]([CH2:23][CH2:24][CH2:25][CH2:26][CH2:27][CH2:28]/[CH:29]=[CH:30]\[CH2:31][CH2:32][CH2:33][CH2:34][CH2:35][CH2:36][CH2:37][CH3:38])[C:20](=[O:22])[O:21]/1)/[CH2:2][CH2:3][CH2:4][CH2:5][CH2:6][CH2:7]/[CH:8]=[CH:9]\[CH2:10][CH2:11][CH2:12][CH2:13][CH2:14][CH2:15][CH2:16][CH3:17].[NH2:39][CH:40]([CH2:43][OH:44])[CH2:41][OH:42]. Product: [CH2:23]([CH:19]([C:18](=[O:21])[CH2:1][CH2:2][CH2:3][CH2:4][CH2:5][CH2:6][CH2:7]/[CH:8]=[CH:9]\[CH2:10][CH2:11][CH2:12][CH2:13][CH2:14][CH2:15][CH2:16][CH3:17])[C:20]([NH:39][CH:40]([CH2:43][OH:44])[CH2:41][OH:42])=[O:22])[CH2:24][CH2:25][CH2:26][CH2:27][CH2:28]/[CH:29]=[CH:30]\[CH2:31][CH2:32][CH2:33][CH2:34][CH2:35][CH2:36][CH2:37][CH3:38]. The catalyst class is: 8. (4) Reactant: [CH3:1][O:2][C:3]1[CH:4]=[CH:5][C:6]2[O:10][C:9]([CH:11]([NH:18][C:19]3[CH:24]=[CH:23][C:22]([C:25]([N:27]([CH3:35])[CH2:28][CH2:29][C:30]([O:32]CC)=[O:31])=[O:26])=[CH:21][CH:20]=3)[CH2:12][CH2:13][CH2:14][CH2:15][CH2:16][CH3:17])=[C:8]([CH3:36])[C:7]=2[CH:37]=1.O1CCCC1.[OH-].[Na+]. Product: [CH3:1][O:2][C:3]1[CH:4]=[CH:5][C:6]2[O:10][C:9]([CH:11]([NH:18][C:19]3[CH:20]=[CH:21][C:22]([C:25]([N:27]([CH3:35])[CH2:28][CH2:29][C:30]([OH:32])=[O:31])=[O:26])=[CH:23][CH:24]=3)[CH2:12][CH2:13][CH2:14][CH2:15][CH2:16][CH3:17])=[C:8]([CH3:36])[C:7]=2[CH:37]=1. The catalyst class is: 8. (5) The catalyst class is: 7. Reactant: [Br:1][C:2]1[C:7]([CH2:8][OH:9])=[CH:6][CH:5]=[CH:4][N:3]=1.[H-].[Na+].[CH3:12]I. Product: [Br:1][C:2]1[C:7]([CH2:8][O:9][CH3:12])=[CH:6][CH:5]=[CH:4][N:3]=1. (6) Reactant: [CH:1]([NH:4][C:5]1[N:6]=[CH:7][C:8]2[C:14](=[O:15])[CH2:13][N:12]([C:16]([O:18][C:19]([CH3:22])([CH3:21])[CH3:20])=[O:17])[CH2:11][C:9]=2[N:10]=1)([CH3:3])[CH3:2].[BH4-].[Na+]. Product: [OH:15][CH:14]1[C:8]2[CH:7]=[N:6][C:5]([NH:4][CH:1]([CH3:3])[CH3:2])=[N:10][C:9]=2[CH2:11][N:12]([C:16]([O:18][C:19]([CH3:21])([CH3:20])[CH3:22])=[O:17])[CH2:13]1. The catalyst class is: 5.